The task is: Predict the product of the given reaction.. This data is from Forward reaction prediction with 1.9M reactions from USPTO patents (1976-2016). (1) The product is: [ClH:28].[ClH:24].[NH2:1][CH2:2][CH2:3][S:4]([C:7]1[CH:16]=[C:15]([C:17]2[CH:22]=[CH:21][C:20]([OH:23])=[CH:19][CH:18]=2)[CH:14]=[C:13]2[C:8]=1[CH:9]=[CH:10][N:11]=[CH:12]2)(=[O:5])=[O:6]. Given the reactants [NH2:1][CH2:2][CH2:3][S:4]([C:7]1[CH:16]=[C:15]([C:17]2[CH:22]=[CH:21][C:20]([OH:23])=[CH:19][CH:18]=2)[CH:14]=[C:13]2[C:8]=1[CH:9]=[CH:10][N:11]=[CH:12]2)(=[O:6])=[O:5].[ClH:24].C([Cl:28])(=O)C.C(OCC)(=O)C, predict the reaction product. (2) The product is: [CH:20]1([C:7]2([CH2:8][CH2:9][C:10]#[C:11][C:12]3[CH:13]=[CH:14][C:15]([F:18])=[CH:16][CH:17]=3)[O:26][C:3](=[O:2])[CH2:4][C:5](=[O:25])[CH2:6]2)[CH2:21][CH2:22][CH2:23][CH2:24]1. Given the reactants C[O:2][C:3](=[O:26])[CH2:4][C:5](=[O:25])[CH2:6][C:7]([CH:20]1[CH2:24][CH2:23][CH2:22][CH2:21]1)(O)[CH2:8][CH2:9][C:10]#[C:11][C:12]1[CH:17]=[CH:16][C:15]([F:18])=[CH:14][CH:13]=1.COC(=O)CC(=O)CC(C1CCCC1)(O)CCC#CC1C=C(C)C(O)=CC=1C, predict the reaction product. (3) Given the reactants [Br:1][C:2]1[N:3]([CH:17]2[CH2:19][CH2:18]2)[C:4]([C:12]([O:14][CH2:15][CH3:16])=[O:13])=[C:5]([C:7](OCC)=[O:8])[N:6]=1.CC(C[AlH]CC(C)C)C, predict the reaction product. The product is: [Br:1][C:2]1[N:3]([CH:17]2[CH2:18][CH2:19]2)[C:4]([C:12]([O:14][CH2:15][CH3:16])=[O:13])=[C:5]([CH:7]=[O:8])[N:6]=1. (4) Given the reactants C([O:8][CH2:9][CH2:10][C@@H:11]1[C@H:17]([N:18](CC2C=CC=CC=2)CC2C=CC=CC=2)[C:16](=[O:33])[NH:15][C:14]2[CH:34]=[C:35]([F:38])[CH:36]=[CH:37][C:13]=2[O:12]1)C1C=CC=CC=1, predict the reaction product. The product is: [NH2:18][C@@H:17]1[C:16](=[O:33])[NH:15][C:14]2[CH:34]=[C:35]([F:38])[CH:36]=[CH:37][C:13]=2[O:12][C@@H:11]1[CH2:10][CH2:9][OH:8]. (5) Given the reactants [Cl:1][C:2]1[N:3]=[C:4]2[C:9](=[CH:10][CH:11]=1)[N:8]=[CH:7][C:6]([S:12]([CH3:15])(=[O:14])=[O:13])=[C:5]2[NH:16][C@H:17]1[CH2:22][CH2:21][C@H:20]([CH2:23][N:24]([CH3:26])[CH3:25])[CH2:19][CH2:18]1.[Cl:27][C:28]1[CH:33]=[C:32](B2OC(C)(C)C(C)(C)O2)[CH:31]=[C:30]([F:43])[C:29]=1[OH:44].C1(N)C(F)=C(F)C(F)=C(N)C=1F.Cl.Cl, predict the reaction product. The product is: [ClH:1].[ClH:27].[Cl:27][C:28]1[CH:33]=[C:32]([C:2]2[N:3]=[C:4]3[C:9](=[CH:10][CH:11]=2)[N:8]=[CH:7][C:6]([S:12]([CH3:15])(=[O:13])=[O:14])=[C:5]3[NH:16][C@H:17]2[CH2:22][CH2:21][C@H:20]([CH2:23][N:24]([CH3:25])[CH3:26])[CH2:19][CH2:18]2)[CH:31]=[C:30]([F:43])[C:29]=1[OH:44]. (6) Given the reactants [CH3:1][C:2]1[C:7]([C:8]([N:10]2[CH2:17][CH:16]3[CH:12]([CH2:13][N:14]([CH2:18][CH2:19][CH:20]([C:27]4[CH:32]=[CH:31][CH:30]=[CH:29][CH:28]=4)[CH:21]4[CH2:26][CH2:25][NH:24][CH2:23][CH2:22]4)[CH2:15]3)[CH2:11]2)=[O:9])=[C:6]([CH3:33])[N:5]=[CH:4][N:3]=1.[N:34]([C:37](C)([CH3:39])[CH3:38])=[C:35]=[O:36].N(CC)=C=O.N(C1CCCC1)=C=O, predict the reaction product. The product is: [CH:37]([NH:34][C:35]([N:24]1[CH2:23][CH2:22][CH:21]([CH:20]([C:27]2[CH:32]=[CH:31][CH:30]=[CH:29][CH:28]=2)[CH2:19][CH2:18][N:14]2[CH2:15][CH:16]3[CH:12]([CH2:11][N:10]([C:8]([C:7]4[C:6]([CH3:33])=[N:5][CH:4]=[N:3][C:2]=4[CH3:1])=[O:9])[CH2:17]3)[CH2:13]2)[CH2:26][CH2:25]1)=[O:36])([CH3:39])[CH3:38]. (7) Given the reactants OC(C(F)(F)F)=O.[C@H:8]12[CH2:14][C@H:11]([NH:12][CH2:13]1)[CH2:10][N:9]2[C:15]([C:17]1[CH:18]=[C:19]([CH:32]=[CH:33][C:34]=1[F:35])[CH2:20][C:21]1[C:30]2[C:25](=[CH:26][CH:27]=[CH:28][CH:29]=2)[C:24](=[O:31])[NH:23][N:22]=1)=[O:16].[O:36]1[CH:40]=[CH:39][CH:38]=[C:37]1[C:41](=[O:45])[C:42](O)=[O:43].CCN(C(C)C)C(C)C.CN(C(ON1N=NC2C=CC=NC1=2)=[N+](C)C)C.F[P-](F)(F)(F)(F)F, predict the reaction product. The product is: [F:35][C:34]1[CH:33]=[CH:32][C:19]([CH2:20][C:21]2[C:30]3[C:25](=[CH:26][CH:27]=[CH:28][CH:29]=3)[C:24](=[O:31])[NH:23][N:22]=2)=[CH:18][C:17]=1[C:15]([N:9]1[CH2:10][C@@H:11]2[CH2:14][C@H:8]1[CH2:13][N:12]2[C:42](=[O:43])[C:41]([C:37]1[O:36][CH:40]=[CH:39][CH:38]=1)=[O:45])=[O:16]. (8) Given the reactants [CH2:1]([O:8][CH2:9][CH2:10][NH:11][C:12]1[CH:20]=[CH:19][CH:18]=[C:14]([C:15]([OH:17])=O)[C:13]=1[C:21]([OH:23])=O)[C:2]1[CH:7]=[CH:6][CH:5]=[CH:4][CH:3]=1.[O:24]=[C:25]1[CH:30]([N:31]2C(=O)C3C(=CC=CC=3NCCOC)C2=O)[CH2:29][CH2:28][C:27](=[O:47])[NH:26]1, predict the reaction product. The product is: [CH2:1]([O:8][CH2:9][CH2:10][NH:11][C:12]1[CH:20]=[CH:19][CH:18]=[C:14]2[C:13]=1[C:21](=[O:23])[N:31]([CH:30]1[CH2:29][CH2:28][C:27](=[O:47])[NH:26][C:25]1=[O:24])[C:15]2=[O:17])[C:2]1[CH:3]=[CH:4][CH:5]=[CH:6][CH:7]=1. (9) The product is: [C:20]1([CH3:23])[CH:19]=[CH:18][C:17]([N:9]2[C:8]([NH2:7])=[CH:12][C:11]([Si:13]([CH3:16])([CH3:15])[CH3:14])=[N:10]2)=[CH:22][CH:21]=1. Given the reactants C(OC(=O)[NH:7][C:8]1[N:9]([C:17]2[CH:22]=[CH:21][C:20]([CH3:23])=[CH:19][CH:18]=2)[N:10]=[C:11]([Si:13]([CH3:16])([CH3:15])[CH3:14])[CH:12]=1)(C)(C)C.Cl.O1CCOCC1, predict the reaction product.